From a dataset of NCI-60 drug combinations with 297,098 pairs across 59 cell lines. Regression. Given two drug SMILES strings and cell line genomic features, predict the synergy score measuring deviation from expected non-interaction effect. (1) Drug 1: CCC1=CC2CC(C3=C(CN(C2)C1)C4=CC=CC=C4N3)(C5=C(C=C6C(=C5)C78CCN9C7C(C=CC9)(C(C(C8N6C)(C(=O)OC)O)OC(=O)C)CC)OC)C(=O)OC.C(C(C(=O)O)O)(C(=O)O)O. Drug 2: C1=C(C(=O)NC(=O)N1)F. Cell line: NCI-H522. Synergy scores: CSS=53.1, Synergy_ZIP=-10.9, Synergy_Bliss=-11.3, Synergy_Loewe=-23.7, Synergy_HSA=-8.54. (2) Drug 1: C1=C(C(=O)NC(=O)N1)N(CCCl)CCCl. Drug 2: C1CN1P(=S)(N2CC2)N3CC3. Cell line: SNB-19. Synergy scores: CSS=13.0, Synergy_ZIP=-11.1, Synergy_Bliss=-4.56, Synergy_Loewe=-8.98, Synergy_HSA=-3.07.